From a dataset of Drug-target binding data from BindingDB using IC50 measurements. Regression. Given a target protein amino acid sequence and a drug SMILES string, predict the binding affinity score between them. We predict pIC50 (pIC50 = -log10(IC50 in M); higher means more potent). Dataset: bindingdb_ic50. (1) The compound is Cc1ccccc1NC(=O)CSc1nnc(-c2ccco2)c(-c2ccco2)n1. The target protein sequence is APITAYAQQTRGLLGCIITGLTGRDKNQVEGEVQIVSTAAQTFLATCINGVCWTVYHGAGTRTIASSKGPVIQMYTNVDQDLVGWPAPQGARSLTPCTCGSSDLYLVTRHADVIPVRRRGDGRGSLLSPRPISYLKGSSGGPLLCPAGHAVGIFRAAVCTRGVAKAVDFIPVEGLETTMRSPVFSDNSSPPAVPQSYQVAHLHAPTGSGKSTKVPAAYAAQGYKVLVLNPSVAATLGFGAYMSKAHGIDPNIRTGVRTITTGSPITYSTYGKFLADGGCSGSAYDIIICDECHSTDATSILGIGTVLDQAETAGARLTVLATATPPGSVTVPHPNIEEVALSTTGEIPFYGKAIPLEAIKGGRHLIFCHSKKKCDELAAKLVALGVNAVAYYRGLDVSVIPASGDVVVVATDALMTGFTGDFDSVIDCNTCVTQTVDFSLDPTFTIETTTLPQDAVSRTQRRGRTGRGKPGIYRFVTPGERPSGMFDSSVLCECYDAGCA.... The pIC50 is 5.1. (2) The small molecule is O=C(CCl)c1c(Br)sc(Br)c1Br. The target is XTSFAESXKPVQQPSAFGS. The pIC50 is 6.0. (3) The drug is O=S(=O)([O-])c1ccc2[nH]c3c(S(=O)(=O)[O-])cc(S(=O)(=O)[O-])cc3c2c1. The target protein sequence is VEILPFLYLGSAYHASKCEFLANLHITALLNVSRRTSEACATHLHYKWIPVEDSHTADISSHFQEAIDFIDCVREKGGKVLVHCEAGISRSPTICMAYLMKTKQFRLKEAFDYIKQRRSMVSPNFGFMGQLLQYESEILPSTPNPQPPSCQGEAAGSSLIGHLQTLSPDMQGAYCTFPASVLAPVPTHSTVSELSRSPVATATSC. The pIC50 is 2.3. (4) The small molecule is CC1(C)CC(NC(=O)/C=C/C=C/C(=O)Nc2ccc(Cl)c(Cl)c2)CC(C)(C)N1. The target protein sequence is RRMVNGAGPGGAREQAAALTRDFLSQPRLTYKTVSGVNGPLVILDQVKFPRYAEIVHLTLPDGTRRSGQVLEVSGSKAVVQVFEGTSGIDAKKTSCEFTGDILRTPVSEDMLGRVFNGSGKPIDRGPAVLAEDFLDIMGQPINPQCRIYPEEMIQTGISAIDGMNSIARGQKIPIFSAAGLPHNEIAAQICRQAGLVKKSKDVMDYSEENFAIVFAAMGVNMETARFFKSDFEENGSMDNVCLFLNLANDPTIERIITPRLALTTAEFLAYQCEKHVLVILTDMSSYAEALREVSAAREEVPGRRGFPGYMYTDLATIYERAGRVEGRNGSITQIPILTMPNDDITHPIPDLTGYITEGQIYVDRQLHNRQIYPPINVLPSLSRLMKSAIGEGMTRKDHADVSNQLYACYAIGKDVQAMKAVVGEEALTSDDLLYLEFLQKFEKNFIAQGPYENRTVYETLDIGWQLLRIFPKEMLKRIPQTTLAEFYPRDSTAKH. The pIC50 is 5.8. (5) The small molecule is COc1ccc(C2CNC(=O)C2)cc1OC1CCCC1. The pIC50 is 3.7. The target protein sequence is QTNIEQEVSLDLILVEEYDSLIEKMSNWNFPIFELVEKMGEKSGRILSQVMYTLFQDTGLLEIFKIPTQQFMNYFRALENGYRDIPYHNRIHATDVLHAVWYLTTRPVPGLQQIHNGCGTGNETDSDGRINHGRIAYISSKSCSNPDESYGCLSSNIPALELMALYVAAAMHDYDHPGRTNAFLVATNAPQAVLYNDRSVLENHHAASAWNLYLSRPEYNFLLHLDHVEFKRFRFLVIEAILATDLKKHFDFLAEFNAKANDVNSNGIEWSNENDRLLVCQVCIKLADINGPAKVRDLHLKWTEGIVNEFYEQGDEEANLGLPISPFMDRSSPQLAKLQESFITHIVGPLCNSYDAAGLLPGQWLEAEEDNDTESGDDEDGEELDTEDEEMENNLNPKPPRRKSRRRIFCQLMHHLTENHKIWKEIVEEEEKCKA. (6) The compound is NC(=O)c1cccc(Cn2c3c(c4cccc(C(=O)O)c42)CCCCC3)c1. The target protein (P15090) has sequence MCDAFVGTWKLVSSENFDDYMKEVGVGFATRKVAGMAKPNMIISVNGDVITIKSESTFKNTEISFILGQEFDEVTADDRKVKSTITLDGGVLVHVQKWDGKSTTIKRKREDDKLVVECVMKGVTSTRVYERA. The pIC50 is 6.3. (7) The drug is CCCc1nc(-c2ccccc2)oc1C(=O)NC(C)CN1CCN(c2ncccn2)CC1. The target protein (O15547) has sequence MCPQLAGAGSMGSPGATTGWGLLDYKTEKYVMTRNWRVGALQRLLQFGIVVYVVGWALLAKKGYQERDLEPQFSIITKLKGVSVTQIKELGNRLWDVADFVKPPQGENVFFLVTNFLVTPAQVQGRCPEHPSVPLANCWVDEDCPEGEGGTHSHGVKTGQCVVFNGTHRTCEIWSWCPVESGVVPSRPLLAQAQNFTLFIKNTVTFSKFNFSKSNALETWDPTYFKHCRYEPQFSPYCPVFRIGDLVAKAGGTFEDLALLGGSVGIRVHWDCDLDTGDSGCWPHYSFQLQEKSYNFRTATHWWEQPGVEARTLLKLYGIRFDILVTGQAGKFGLIPTAVTLGTGAAWLGVVTFFCDLLLLYVDREAHFYWRTKYEEAKAPKATANSVWRELALASQARLAECLRRSSAPAPTATAAGSQTQTPGWPCPSSDTHLPTHSGSL. The pIC50 is 5.0.